Dataset: Catalyst prediction with 721,799 reactions and 888 catalyst types from USPTO. Task: Predict which catalyst facilitates the given reaction. (1) Product: [Cl:17][C:6]1[N:5]=[CH:4][N:3]([CH2:1][CH3:2])[C:7]=1[CH2:8][S:35][C:33]1[N:32]=[C:31]([OH:36])[CH:30]=[C:29]([CH3:28])[N:34]=1. The catalyst class is: 12. Reactant: [CH2:1]([N:3]1[C:7]([CH2:8]O)=[CH:6][N:5]=[CH:4]1)[CH3:2].C1C(=O)N([Cl:17])C(=O)C1.P(Br)(Br)Br.C(=O)([O-])[O-].[K+].[K+].[CH3:28][C:29]1[N:34]=[C:33]([SH:35])[N:32]=[C:31]([OH:36])[CH:30]=1. (2) Reactant: [CH2:1]([N:8]1[CH:16]=[C:15]2[C:10]([CH:11]=[C:12]([C:17]3[CH:18]=[CH:19][N:20]4[C:25]=3[C:24]([NH2:26])=[N:23][CH:22]=[N:21]4)[CH:13]=[CH:14]2)=[N:9]1)[C:2]1[CH:7]=[CH:6][CH:5]=[CH:4][CH:3]=1.[Br:27]N1C(C)(C)C(=O)N(Br)C1=O.[O-]S([O-])=O.[Na+].[Na+]. Product: [CH2:1]([N:8]1[CH:16]=[C:15]2[C:10]([CH:11]=[C:12]([C:17]3[CH:18]=[C:19]([Br:27])[N:20]4[C:25]=3[C:24]([NH2:26])=[N:23][CH:22]=[N:21]4)[CH:13]=[CH:14]2)=[N:9]1)[C:2]1[CH:7]=[CH:6][CH:5]=[CH:4][CH:3]=1. The catalyst class is: 1. (3) Reactant: [C:1]([NH:4][CH2:5][CH2:6][CH:7]1[C:15]2[C:10](=[CH:11][CH:12]=[C:13]([NH:17][C:18](=[O:23])[C:19]([F:22])([F:21])[F:20])[C:14]=2O)[CH2:9][CH2:8]1)(=[O:3])[CH3:2].C1(C)C=CC(S([O-])(=O)=O)=CC=1.[NH+]1C=CC=CC=1. Product: [F:21][C:19]([F:22])([F:20])[C:18]1[O:23][C:14]2[C:15]3[CH:7]([CH2:6][CH2:5][NH:4][C:1](=[O:3])[CH3:2])[CH2:8][CH2:9][C:10]=3[CH:11]=[CH:12][C:13]=2[N:17]=1. The catalyst class is: 113. (4) Product: [CH:1]([CH:3]1[CH2:8][CH2:7][CH2:6][N:5]([C:9]2[N:10]=[C:11]3[CH:25]=[C:24]([CH2:26][CH2:27][C:28]4[S:29][CH:30]=[C:31]([CH:33]([CH3:35])[CH3:34])[N:32]=4)[CH:23]=[CH:22][N:12]3[C:13](=[O:21])[C:14]=2[CH2:15][CH2:16][C:17]([OH:19])=[O:18])[CH2:4]1)=[O:2]. The catalyst class is: 364. Reactant: [CH:1]([CH:3]1[CH2:8][CH2:7][CH2:6][N:5]([C:9]2[N:10]=[C:11]3[CH:25]=[C:24]([CH2:26][CH2:27][C:28]4[S:29][CH:30]=[C:31]([CH:33]([CH3:35])[CH3:34])[N:32]=4)[CH:23]=[CH:22][N:12]3[C:13](=[O:21])[C:14]=2[CH2:15][CH2:16][C:17]([O:19]C)=[O:18])[CH2:4]1)=[O:2].O.[OH-].[Li+].Cl. (5) Reactant: [NH2:1][C@H:2]([C:8]([NH:10][C@H:11]([C:16]([NH:18][C@H:19]([C:24]([NH:26][C@H:27]([C:33]([NH:35][C@H:36]([C:44]([NH:46][C@H:47]([C:55]([NH:57][C@H:58]([C:63](N[C@H](C(O)=O)C)=[O:64])[CH2:59][CH:60]([CH3:62])[CH3:61])=[O:56])[CH2:48][C:49]1[CH:54]=[CH:53][CH:52]=[CH:51][CH:50]=1)=[O:45])[CH2:37][C:38]1[CH:43]=[CH:42][CH:41]=[CH:40][CH:39]=1)=[O:34])[CH2:28][CH2:29][C:30](=[O:32])[OH:31])=[O:25])[CH2:20][C:21](=[O:23])[NH2:22])=[O:17])[CH2:12][C:13](=[O:15])[OH:14])=[O:9])[CH2:3][CH2:4][C:5](=[O:7])[OH:6].[NH2:71][C@@H:72]([CH2:76][CH2:77][CH2:78][CH2:79][NH:80][C:81](=[O:92])[C:82]1[CH:87]=[CH:86][CH:85]=[C:84]([CH2:88][N:89]=[N+:90]=[N-:91])[CH:83]=1)[C:73]([NH2:75])=[O:74].C1N(CCO)CCN(CCS(O)(=O)=O)C1.Cl.[OH-].[Na+]. Product: [N:89]([CH2:88][C:84]1[CH:83]=[C:82]([CH:87]=[CH:86][CH:85]=1)[C:81]([NH:80][CH2:79][CH2:78][CH2:77][CH2:76][C@H:72]([NH:71][C:63](=[O:64])[C@H:58]([CH2:59][CH:60]([CH3:61])[CH3:62])[NH:57][C:55](=[O:56])[C@H:47]([CH2:48][C:49]1[CH:54]=[CH:53][CH:52]=[CH:51][CH:50]=1)[NH:46][C:44](=[O:45])[C@H:36]([CH2:37][C:38]1[CH:39]=[CH:40][CH:41]=[CH:42][CH:43]=1)[NH:35][C:33](=[O:34])[C@H:27]([CH2:28][CH2:29][C:30](=[O:31])[OH:32])[NH:26][C:24](=[O:25])[C@H:19]([CH2:20][C:21](=[O:23])[NH2:22])[NH:18][C:16](=[O:17])[C@H:11]([CH2:12][C:13](=[O:14])[OH:15])[NH:10][C:8](=[O:9])[C@H:2]([CH2:3][CH2:4][C:5](=[O:6])[OH:7])[NH2:1])[C:73]([NH2:75])=[O:74])=[O:92])=[N+:90]=[N-:91]. The catalyst class is: 6. (6) Product: [C:35]([C:34]([C:28]1[CH:29]=[CH:30][C:31]([O:32][CH3:33])=[C:26]([O:25][CH3:24])[CH:27]=1)=[CH:18][C:17]1[CH:20]=[CH:21][C:14]([O:13][CH2:12][CH2:11][CH2:10][CH2:9][CH2:8][CH2:7][CH2:6][CH2:5][CH2:4][CH2:3][CH2:2][OH:1])=[C:15]([O:22][CH3:23])[CH:16]=1)#[N:36]. The catalyst class is: 310. Reactant: [OH:1][CH2:2][CH2:3][CH2:4][CH2:5][CH2:6][CH2:7][CH2:8][CH2:9][CH2:10][CH2:11][CH2:12][O:13][C:14]1[CH:21]=[CH:20][C:17]([CH:18]=O)=[CH:16][C:15]=1[O:22][CH3:23].[CH3:24][O:25][C:26]1[CH:27]=[C:28]([CH2:34][C:35]#[N:36])[CH:29]=[CH:30][C:31]=1[O:32][CH3:33].[K].O.